Dataset: Peptide-MHC class I binding affinity with 185,985 pairs from IEDB/IMGT. Task: Regression. Given a peptide amino acid sequence and an MHC pseudo amino acid sequence, predict their binding affinity value. This is MHC class I binding data. The peptide sequence is FAAPHRGVA. The MHC is HLA-A24:03 with pseudo-sequence HLA-A24:03. The binding affinity (normalized) is 0.0847.